This data is from Forward reaction prediction with 1.9M reactions from USPTO patents (1976-2016). The task is: Predict the product of the given reaction. (1) Given the reactants [Cl:1][C:2]1[C:3]([C:16]2[C:21]([CH3:22])=[CH:20][C:19]([CH3:23])=[CH:18][N:17]=2)=[C:4]([F:15])[C:5]([N:8]2[CH2:13][CH2:12][CH:11]([NH2:14])[CH2:10][CH2:9]2)=[N:6][CH:7]=1.[CH3:24][S:25]([CH2:28][CH2:29][C:30](O)=[O:31])(=[O:27])=[O:26].CN1CCOCC1.CN(C(ON1N=NC2C=CC=NC1=2)=[N+](C)C)C.F[P-](F)(F)(F)(F)F, predict the reaction product. The product is: [Cl:1][C:2]1[C:3]([C:16]2[C:21]([CH3:22])=[CH:20][C:19]([CH3:23])=[CH:18][N:17]=2)=[C:4]([F:15])[C:5]([N:8]2[CH2:9][CH2:10][CH:11]([NH:14][C:30](=[O:31])[CH2:29][CH2:28][S:25]([CH3:24])(=[O:27])=[O:26])[CH2:12][CH2:13]2)=[N:6][CH:7]=1. (2) Given the reactants [H-].[H-].[H-].[H-].[Li+].[Al+3].OS(O)(=O)=O.[I:12][C:13]1[CH:18]=[CH:17][C:16]([C:19]2([C:31]#[N:32])[CH2:24][CH2:23][N:22]([CH2:25][CH2:26][C:27]([F:30])([F:29])[F:28])[CH2:21][CH2:20]2)=[CH:15][CH:14]=1, predict the reaction product. The product is: [I:12][C:13]1[CH:14]=[CH:15][C:16]([C:19]2([CH2:31][NH2:32])[CH2:24][CH2:23][N:22]([CH2:25][CH2:26][C:27]([F:28])([F:29])[F:30])[CH2:21][CH2:20]2)=[CH:17][CH:18]=1. (3) The product is: [NH2:1][C:2]1[N:7]=[C:6]([N:8]2[CH2:13][CH2:12][CH2:11][C@H:10]([C:14]([NH:16][C:17]3[CH:22]=[CH:21][C:20]([CH3:23])=[CH:19][CH:18]=3)=[O:15])[CH2:9]2)[CH:5]=[C:4]([C:24]2[CH:25]=[C:26]3[C:27]([C:30]([NH2:31])=[N:42][NH:43]3)=[CH:28][CH:29]=2)[N:3]=1. Given the reactants [NH2:1][C:2]1[N:7]=[C:6]([N:8]2[CH2:13][CH2:12][CH2:11][C@H:10]([C:14]([NH:16][C:17]3[CH:22]=[CH:21][C:20]([CH3:23])=[CH:19][CH:18]=3)=[O:15])[CH2:9]2)[CH:5]=[C:4]([C:24]2[CH:29]=[CH:28][C:27]([C:30]#[N:31])=[C:26](F)[CH:25]=2)[N:3]=1.CCN(C(C)C)C(C)C.[NH2:42][NH2:43], predict the reaction product. (4) Given the reactants [O:1]=[C:2]1[NH:7][C:6](=[O:8])[CH:5]=[CH:4][N:3]1[C@@H:9]1[CH2:18][O:17][C@H:16]2[C@@H:11]([O:12][CH:13]([C:19]3[CH:24]=[CH:23][CH:22]=[CH:21][CH:20]=3)[O:14][CH2:15]2)[C@H:10]1[O:25]S(C)(=O)=O.[OH-].[Na+], predict the reaction product. The product is: [OH:25][C@H:10]1[C@@H:11]2[O:12][CH:13]([C:19]3[CH:20]=[CH:21][CH:22]=[CH:23][CH:24]=3)[O:14][CH2:15][C@H:16]2[O:17][CH2:18][C@H:9]1[N:3]1[CH:4]=[CH:5][C:6](=[O:8])[NH:7][C:2]1=[O:1].